From a dataset of Reaction yield outcomes from USPTO patents with 853,638 reactions. Predict the reaction yield, written as a fraction of the theoretical maximum amount of product (1.0 means a 100% yield; for example, 0.34 means a 34% yield). (1) The reactants are [Br:1][C:2]1[CH:3]=[CH:4][C:5]2[N:11]3[CH:12]=[N:13][C:14]([C:15]([O:17]CC)=[O:16])=[C:10]3[CH2:9][N:8]=[C:7]([C:20]3[CH:25]=[CH:24][CH:23]=[CH:22][CH:21]=3)[C:6]=2[CH:26]=1.[OH-].[Na+]. The catalyst is CCO. The product is [Br:1][C:2]1[CH:3]=[CH:4][C:5]2[N:11]3[CH:12]=[N:13][C:14]([C:15]([OH:17])=[O:16])=[C:10]3[CH2:9][N:8]=[C:7]([C:20]3[CH:25]=[CH:24][CH:23]=[CH:22][CH:21]=3)[C:6]=2[CH:26]=1. The yield is 0.966. (2) The reactants are [CH3:1][C:2]1[C:6]([C:7]2[C:16]3[O:15][CH2:14][CH:13]([C:17]4[C:18]([C:23]([OH:25])=[O:24])=[N:19][CH:20]=[CH:21][CH:22]=4)[N:12]4[C:26](=[O:28])[NH:27][C:10]([C:11]=34)=[CH:9][CH:8]=2)=[C:5]([CH3:29])[O:4][N:3]=1.[CH3:30]O. The catalyst is S(=O)(=O)(O)O. The product is [CH3:1][C:2]1[C:6]([C:7]2[C:16]3[O:15][CH2:14][CH:13]([C:17]4[C:18]([C:23]([O:25][CH3:30])=[O:24])=[N:19][CH:20]=[CH:21][CH:22]=4)[N:12]4[C:26](=[O:28])[NH:27][C:10]([C:11]=34)=[CH:9][CH:8]=2)=[C:5]([CH3:29])[O:4][N:3]=1. The yield is 0.990. (3) The reactants are [NH2:1][C:2]1[N:3]=[N:4][C:5]([C:8]2[CH:17]=[CH:16][C:11]([C:12]([O:14][CH3:15])=[O:13])=[CH:10][CH:9]=2)=[CH:6][N:7]=1.Cl[CH:19]([CH:22]([C:24]1[CH:25]=[C:26]2[C:31](=[CH:32][CH:33]=1)[N:30]=[CH:29][CH:28]=[CH:27]2)[CH3:23])[CH:20]=O.C(N(CC)CC)C. The catalyst is C(O)(C)C. The product is [N:30]1[C:31]2[C:26](=[CH:25][C:24]([CH:22]([C:19]3[N:3]4[N:4]=[C:5]([C:8]5[CH:9]=[CH:10][C:11]([C:12]([O:14][CH3:15])=[O:13])=[CH:16][CH:17]=5)[CH:6]=[N:7][C:2]4=[N:1][CH:20]=3)[CH3:23])=[CH:33][CH:32]=2)[CH:27]=[CH:28][CH:29]=1. The yield is 0.220. (4) The reactants are [C:1]([O:5][C:6]1[CH:11]=[N:10][CH:9]=[C:8]([CH:12]=[CH2:13])[N:7]=1)([CH3:4])([CH3:3])[CH3:2].[F:14][C:15]1[CH:28]=[CH:27][CH:26]=[CH:25][C:16]=1[O:17][CH2:18][CH:19]1[CH2:24][CH2:23][NH:22][CH2:21][CH2:20]1. The catalyst is C(O)C. The product is [C:1]([O:5][C:6]1[CH:11]=[N:10][CH:9]=[C:8]([CH2:12][CH2:13][N:22]2[CH2:21][CH2:20][CH:19]([CH2:18][O:17][C:16]3[CH:25]=[CH:26][CH:27]=[CH:28][C:15]=3[F:14])[CH2:24][CH2:23]2)[N:7]=1)([CH3:4])([CH3:3])[CH3:2]. The yield is 0.120. (5) The reactants are [CH2:1]([O:3][P:4]([CH2:9][CH2:10][NH:11][C:12]([O:14][CH2:15][C:16]1[CH:21]=[CH:20][CH:19]=[CH:18][CH:17]=1)=[O:13])(=[O:8])[O:5]CC)[CH3:2].[Na+].[I-]. The catalyst is N1C=CC=CC=1. The product is [CH2:1]([O:3][P:4]([CH2:9][CH2:10][NH:11][C:12]([O:14][CH2:15][C:16]1[CH:21]=[CH:20][CH:19]=[CH:18][CH:17]=1)=[O:13])(=[O:5])[OH:8])[CH3:2]. The yield is 0.890. (6) The reactants are [CH3:1][C:2]1[N:3]=[C:4]2[CH:9]=[CH:8][C:7]([CH2:10][N:11]3[CH2:16][CH2:15][N:14](C(OC(C)(C)C)=O)[CH2:13][CH2:12]3)=[CH:6][N:5]2[C:24]=1[C:25]1[S:26][C:27]([C:36]2[N:40]=[CH:39][N:38](C3CCCCO3)[N:37]=2)=[C:28]([C:30]2[CH:35]=[CH:34][CH:33]=[CH:32][CH:31]=2)[N:29]=1.FC(F)(F)C(O)=O.C(Cl)Cl. No catalyst specified. The product is [CH3:1][C:2]1[N:3]=[C:4]2[CH:9]=[CH:8][C:7]([CH2:10][N:11]3[CH2:12][CH2:13][NH:14][CH2:15][CH2:16]3)=[CH:6][N:5]2[C:24]=1[C:25]1[S:26][C:27]([C:36]2[N:40]=[CH:39][NH:38][N:37]=2)=[C:28]([C:30]2[CH:35]=[CH:34][CH:33]=[CH:32][CH:31]=2)[N:29]=1. The yield is 0.450. (7) The reactants are F[C:2]1[CH:3]=[CH:4][C:5]([CH:8]=[O:9])=[N:6][CH:7]=1.[CH3:10][O-:11].[Na+]. The catalyst is CO. The product is [CH3:10][O:11][C:2]1[CH:3]=[CH:4][C:5]([CH:8]=[O:9])=[N:6][CH:7]=1. The yield is 0.661. (8) The reactants are [CH3:1][C:2]1([CH3:9])[CH:7]([OH:8])[C:5](=[O:6])[O:4][CH2:3]1.[CH2:10]([NH2:13])[CH2:11][NH2:12]. The catalyst is C(O)C. The product is [OH:8][CH:7]([C:2]([CH3:9])([CH3:1])[CH2:3][OH:4])[C:5]([NH:12][CH2:11][CH2:10][NH:13][C:5](=[O:6])[CH:7]([OH:8])[C:2]([CH3:9])([CH3:1])[CH2:3][OH:4])=[O:6]. The yield is 0.860.